Dataset: Forward reaction prediction with 1.9M reactions from USPTO patents (1976-2016). Task: Predict the product of the given reaction. (1) The product is: [CH3:1][O:2][C:3](=[O:38])[C:4]1[CH:9]=[CH:8][C:7]([CH2:10][N:11]2[CH:15]=[C:14]([C:16]3[CH:21]=[CH:20][C:19]([Cl:22])=[CH:18][C:17]=3[Cl:23])[N:13]=[C:12]2[CH2:24][C:25]2[CH:30]=[CH:29][C:28]([C:31]3[CH:32]=[CH:33][C:34]([O:37][C:46]4[CH:47]=[CH:48][C:43]([C:39]([CH3:42])([CH3:41])[CH3:40])=[CH:44][CH:45]=4)=[CH:35][CH:36]=3)=[CH:27][CH:26]=2)=[CH:6][CH:5]=1. Given the reactants [CH3:1][O:2][C:3](=[O:38])[C:4]1[CH:9]=[CH:8][C:7]([CH2:10][N:11]2[CH:15]=[C:14]([C:16]3[CH:21]=[CH:20][C:19]([Cl:22])=[CH:18][C:17]=3[Cl:23])[N:13]=[C:12]2[CH2:24][C:25]2[CH:30]=[CH:29][C:28]([C:31]3[CH:36]=[CH:35][C:34]([OH:37])=[CH:33][CH:32]=3)=[CH:27][CH:26]=2)=[CH:6][CH:5]=1.[C:39]([C:43]1[CH:48]=[CH:47][C:46](B(O)O)=[CH:45][CH:44]=1)([CH3:42])([CH3:41])[CH3:40], predict the reaction product. (2) The product is: [CH3:1][O:2][C:3]1[CH:4]=[C:5]([CH:31]=[CH:32][C:33]=1[O:34][CH3:35])[CH2:6][CH:7]1[C:16]2[C:11](=[C:12]([O:19][CH2:37][CH2:38][CH2:39][F:40])[CH:13]=[CH:14][C:15]=2[O:17][CH3:18])[CH2:10][CH2:9][N:8]1[CH2:20][C:21]([NH:23][CH2:24][C:25]1[CH:30]=[CH:29][CH:28]=[CH:27][N:26]=1)=[O:22]. Given the reactants [CH3:1][O:2][C:3]1[CH:4]=[C:5]([CH:31]=[CH:32][C:33]=1[O:34][CH3:35])[CH2:6][CH:7]1[C:16]2[C:11](=[C:12]([OH:19])[CH:13]=[CH:14][C:15]=2[O:17][CH3:18])[CH2:10][CH2:9][N:8]1[CH2:20][C:21]([NH:23][CH2:24][C:25]1[CH:30]=[CH:29][CH:28]=[CH:27][N:26]=1)=[O:22].Br[CH2:37][CH2:38][CH2:39][F:40], predict the reaction product.